From a dataset of Forward reaction prediction with 1.9M reactions from USPTO patents (1976-2016). Predict the product of the given reaction. (1) Given the reactants C1(P([N:15]=[N+:16]=[N-:17])(C2C=CC=CC=2)=O)C=CC=CC=1.N12CCCC=C1CCCCN2.[Cl:29][C:30]1[CH:31]=[C:32]([C:37]2([C:51]([F:54])([F:53])[F:52])[O:41][N:40]=[C:39]([C:42]3[S:46][C:45]([CH:47](O)[CH3:48])=[C:44]([CH3:50])[CH:43]=3)[CH2:38]2)[CH:33]=[C:34]([Cl:36])[CH:35]=1, predict the reaction product. The product is: [N:15]([CH:47]([C:45]1[S:46][C:42]([C:39]2[CH2:38][C:37]([C:32]3[CH:31]=[C:30]([Cl:29])[CH:35]=[C:34]([Cl:36])[CH:33]=3)([C:51]([F:54])([F:53])[F:52])[O:41][N:40]=2)=[CH:43][C:44]=1[CH3:50])[CH3:48])=[N+:16]=[N-:17]. (2) Given the reactants [N:1]1[CH:6]=[CH:5][CH:4]=[C:3]([CH2:7][CH2:8][CH2:9][C:10]2[C:19]3[C:14](=[CH:15][CH:16]=[CH:17][CH:18]=3)[C:13](=O)[NH:12][N:11]=2)[CH:2]=1.P(Cl)(Cl)([Cl:23])=O.Cl.C([O-])([O-])=O.[Na+].[Na+], predict the reaction product. The product is: [Cl:23][C:13]1[C:14]2[C:19](=[CH:18][CH:17]=[CH:16][CH:15]=2)[C:10]([CH2:9][CH2:8][CH2:7][C:3]2[CH:2]=[N:1][CH:6]=[CH:5][CH:4]=2)=[N:11][N:12]=1. (3) Given the reactants CN(C)C=O.[Cl:6][C:7]1[C:8](Cl)=[N:9][CH:10]=[C:11]([CH:15]=1)[C:12]([OH:14])=[O:13].[CH2:17]([OH:21])[CH:18]([CH3:20])[CH3:19].[H-].[Na+], predict the reaction product. The product is: [Cl:6][C:7]1[C:8]([O:21][CH2:17][CH:18]([CH3:20])[CH3:19])=[N:9][CH:10]=[C:11]([CH:15]=1)[C:12]([OH:14])=[O:13].